This data is from Forward reaction prediction with 1.9M reactions from USPTO patents (1976-2016). The task is: Predict the product of the given reaction. (1) Given the reactants Br[C:2]1[CH:3]=[C:4]([C:8]([F:11])([F:10])[F:9])[CH:5]=[N:6][CH:7]=1.[CH2:12]([O:14][C:15](=[O:27])/[CH:16]=[CH:17]/B1OC(C)(C)C(C)(C)O1)C.C([O-])([O-])=O.[Na+].[Na+].S(Cl)(Cl)=O, predict the reaction product. The product is: [CH3:12][O:14][C:15](=[O:27])/[CH:16]=[CH:17]/[C:2]1[CH:7]=[N:6][CH:5]=[C:4]([C:8]([F:11])([F:10])[F:9])[CH:3]=1. (2) The product is: [C:24]([C:18]1[C:17]([NH:16][S:8]([C:5]2[CH:6]=[CH:7][C:2]([CH3:1])=[C:3]([C:12]([F:15])([F:14])[F:13])[CH:4]=2)(=[O:10])=[O:9])=[CH:22][C:21]([CH3:23])=[CH:20][N:19]=1)#[N:25]. Given the reactants [CH3:1][C:2]1[CH:7]=[CH:6][C:5]([S:8](Cl)(=[O:10])=[O:9])=[CH:4][C:3]=1[C:12]([F:15])([F:14])[F:13].[NH2:16][C:17]1[C:18]([C:24]#[N:25])=[N:19][CH:20]=[C:21]([CH3:23])[CH:22]=1, predict the reaction product. (3) Given the reactants [C:1]1([CH2:7][C@H:8]([NH2:27])[CH2:9][NH:10][C:11]2[C:12]3[CH:26]=[CH:25][N:24]=[CH:23][C:13]=3[N:14]=[C:15]([C:17]3[CH:22]=[CH:21][N:20]=[CH:19][CH:18]=3)[N:16]=2)[CH:6]=[CH:5][CH:4]=[CH:3][CH:2]=1.CCN(C(C)C)C(C)C.[C:37](OC(=O)C)(=[O:39])[CH3:38], predict the reaction product. The product is: [CH2:7]([C@H:8]([NH:27][C:37](=[O:39])[CH3:38])[CH2:9][NH:10][C:11]1[C:12]2[CH:26]=[CH:25][N:24]=[CH:23][C:13]=2[N:14]=[C:15]([C:17]2[CH:22]=[CH:21][N:20]=[CH:19][CH:18]=2)[N:16]=1)[C:1]1[CH:6]=[CH:5][CH:4]=[CH:3][CH:2]=1. (4) Given the reactants [Cl:1][C:2]1[CH:3]=[C:4]([CH:37]=[CH:38][CH:39]=1)[C:5]([NH:7][C:8]1[C:16]2[C:11](=[CH:12][CH:13]=[C:14]([NH:17][C:18]([NH:20][CH2:21][C:22]3[CH:27]=[C:26]([F:28])[CH:25]=[CH:24][C:23]=3[F:29])=[O:19])[CH:15]=2)[N:10](C(OC(C)(C)C)=O)[N:9]=1)=[O:6].Cl.O1CCOCC1, predict the reaction product. The product is: [Cl:1][C:2]1[CH:3]=[C:4]([CH:37]=[CH:38][CH:39]=1)[C:5]([NH:7][C:8]1[C:16]2[C:11](=[CH:12][CH:13]=[C:14]([NH:17][C:18]([NH:20][CH2:21][C:22]3[CH:27]=[C:26]([F:28])[CH:25]=[CH:24][C:23]=3[F:29])=[O:19])[CH:15]=2)[NH:10][N:9]=1)=[O:6]. (5) The product is: [Cl:1][C:2]1[CH:15]=[CH:14][C:13]([N:16]2[C:21](=[O:22])[CH:20]=[C:19]([C:23]([F:25])([F:26])[F:24])[N:18]([CH3:27])[C:17]2=[O:28])=[CH:12][C:3]=1[C:4]([O:6][C@@H:7]([CH3:11])[C:8]([Cl:31])=[O:10])=[O:5]. Given the reactants [Cl:1][C:2]1[CH:15]=[CH:14][C:13]([N:16]2[C:21](=[O:22])[CH:20]=[C:19]([C:23]([F:26])([F:25])[F:24])[N:18]([CH3:27])[C:17]2=[O:28])=[CH:12][C:3]=1[C:4]([O:6][C@@H:7]([CH3:11])[C:8]([OH:10])=O)=[O:5].S(Cl)([Cl:31])=O, predict the reaction product. (6) Given the reactants Cl[CH2:2][C@@H:3]([C:5]1[CH:6]=[N:7][CH:8]=[CH:9][CH:10]=1)[OH:4].C(=O)([O-])[O-].[K+].[K+], predict the reaction product. The product is: [N:7]1[CH:8]=[CH:9][CH:10]=[C:5]([C@@H:3]2[CH2:2][O:4]2)[CH:6]=1. (7) Given the reactants [Cl:1][C:2]1[CH:3]=[N:4][C:5]2[CH:6]([NH:11][C:12]3[CH:13]=[CH:14][C:15]([F:26])=[C:16]([C@@:18]4([CH3:25])[NH:23][C:22](=S)[CH2:21][O:20][CH2:19]4)[CH:17]=3)[CH2:7][CH2:8][C:9]=2[CH:10]=1.C(OO)(C)(C)C.[NH3:33], predict the reaction product. The product is: [NH2:33][C:22]1[CH2:21][O:20][CH2:19][C@:18]([C:16]2[CH:17]=[C:12]([NH:11][CH:6]3[C:5]4[N:4]=[CH:3][C:2]([Cl:1])=[CH:10][C:9]=4[CH2:8][CH2:7]3)[CH:13]=[CH:14][C:15]=2[F:26])([CH3:25])[N:23]=1.